From a dataset of Forward reaction prediction with 1.9M reactions from USPTO patents (1976-2016). Predict the product of the given reaction. (1) Given the reactants Br[C:2]1C=C[C:5](O)=[C:6]([C:8]2[CH:17]=[CH:16][C:15]3[C:10](=[CH:11][CH:12]=[C:13]([C:18]4[N:22]([CH:23]5[CH2:28][CH2:27][CH2:26][CH2:25][CH2:24]5)[C:21]5[CH:29]=[CH:30][C:31]([C:33]([OH:35])=[O:34])=[CH:32][C:20]=5[N:19]=4)[CH:14]=3)[N:9]=2)[CH:7]=1.[NH:37]1C=CC(C(=O)C)=C1.[OH-].[K+], predict the reaction product. The product is: [CH:23]1([N:22]2[C:21]3[CH:29]=[CH:30][C:31]([C:33]([OH:35])=[O:34])=[CH:32][C:20]=3[N:19]=[C:18]2[C:13]2[CH:14]=[C:15]3[C:10](=[CH:11][CH:12]=2)[N:9]=[C:8]([C:6]2[CH:7]=[CH:2][NH:37][CH:5]=2)[CH:17]=[CH:16]3)[CH2:24][CH2:25][CH2:26][CH2:27][CH2:28]1. (2) Given the reactants [F:1][C:2]1[C:11]2[N:10]([CH2:12][C:13]3[CH:18]=[CH:17][C:16]([N:19]4[CH:23]=[CH:22][CH:21]=[N:20]4)=[CH:15][CH:14]=3)[CH:9]=[C:8]3[C:24](=[O:35])[N:25]([C:27]4[CH:34]=[CH:33][CH:32]=[CH:31][C:28]=4[CH:29]=[O:30])[N:26]=[C:7]3[C:6]=2[C:5]([F:36])=[CH:4][CH:3]=1.[BH4-].[Na+], predict the reaction product. The product is: [F:1][C:2]1[C:11]2[N:10]([CH2:12][C:13]3[CH:14]=[CH:15][C:16]([N:19]4[CH:23]=[CH:22][CH:21]=[N:20]4)=[CH:17][CH:18]=3)[CH:9]=[C:8]3[C:24](=[O:35])[N:25]([C:27]4[CH:34]=[CH:33][CH:32]=[CH:31][C:28]=4[CH2:29][OH:30])[N:26]=[C:7]3[C:6]=2[C:5]([F:36])=[CH:4][CH:3]=1.